This data is from Reaction yield outcomes from USPTO patents with 853,638 reactions. The task is: Predict the reaction yield, written as a fraction of the theoretical maximum amount of product (1.0 means a 100% yield; for example, 0.34 means a 34% yield). (1) The reactants are Br[C:2]1[S:10][C:9]2[C:8](=[O:11])[NH:7][C:6]([CH3:13])([CH3:12])[N:5]([CH2:14][C:15]([O:17][CH2:18][CH3:19])=[O:16])[C:4]=2[CH:3]=1.CC1(C)C(C)(C)OB([C:28]2[CH:29]=[N:30][N:31](C(OC(C)(C)C)=O)[CH:32]=2)O1.[O-]P([O-])([O-])=O.[K+].[K+].[K+]. The catalyst is CN(C=O)C. The product is [CH3:12][C:6]1([CH3:13])[N:5]([CH2:14][C:15]([O:17][CH2:18][CH3:19])=[O:16])[C:4]2[CH:3]=[C:2]([C:28]3[CH:29]=[N:30][NH:31][CH:32]=3)[S:10][C:9]=2[C:8](=[O:11])[NH:7]1. The yield is 0.0500. (2) The reactants are [OH:1][C:2]1[CH:11]=[CH:10][C:5]([C:6]([O:8][CH3:9])=[O:7])=[CH:4][CH:3]=1.Cl[C:13]1[CH:18]=[C:17]([NH2:19])[N:16]=[C:15]([NH2:20])[N:14]=1.CO. The catalyst is O1CCOCC1.C([O-])([O-])=O.[Cs+].[Cs+]. The product is [NH2:20][C:15]1[N:14]=[C:13]([O:1][C:2]2[CH:3]=[CH:4][C:5]([C:6]([O:8][CH3:9])=[O:7])=[CH:10][CH:11]=2)[CH:18]=[C:17]([NH2:19])[N:16]=1. The yield is 0.312. (3) The reactants are [C:1]([O:4][C@H:5]1[CH2:22][CH2:21][C@@:20]2([CH3:23])[C:7](=[CH:8][CH2:9][C@@H:10]3[C@@H:19]2[CH2:18][CH2:17][C@@:15]2([CH3:16])[C@H:11]3[CH2:12][CH2:13][C:14]2=O)[CH2:6]1)(=[O:3])[CH3:2].N1C(C)=CC=CC=1C.[S:33](O[S:33]([C:36]([F:39])([F:38])[F:37])(=[O:35])=[O:34])([C:36]([F:39])([F:38])[F:37])(=[O:35])=[O:34].Cl. The catalyst is C(Cl)Cl. The product is [C:1]([O:4][C@H:5]1[CH2:22][CH2:21][C@@:20]2([CH3:23])[C:7](=[CH:8][CH2:9][C@@H:10]3[C@@H:19]2[CH2:18][CH2:17][C@@:15]2([CH3:16])[C@H:11]3[CH2:12][CH:13]=[C:14]2[S:33]([C:36]([F:39])([F:38])[F:37])(=[O:35])=[O:34])[CH2:6]1)(=[O:3])[CH3:2]. The yield is 0.790. (4) The reactants are [F:1][C:2]1[CH:3]=[C:4]2[C:8](=[CH:9][CH:10]=1)[NH:7][C:6](=[O:11])[CH2:5]2.C[Si]([N-][Si](C)(C)C)(C)C.[Li+].[CH2:22]([CH:24]1[C:28]2[S:29][CH:30]=[CH:31][C:27]=2[C:26](=O)[O:25]1)[CH3:23].Cl. The catalyst is C1COCC1. The product is [CH2:22]([CH:24]1[C:28]2[S:29][CH:30]=[CH:31][C:27]=2[C:26](=[C:5]2[C:4]3[C:8](=[CH:9][CH:10]=[C:2]([F:1])[CH:3]=3)[NH:7][C:6]2=[O:11])[O:25]1)[CH3:23]. The yield is 0.330. (5) The reactants are [I:1][C:2]1[CH:3]=[C:4]([NH2:9])[CH:5]=[CH:6][C:7]=1[I:8].N1C=CC=CC=1.[F:16][C:17]([F:28])([F:27])[C:18](O[C:18](=[O:19])[C:17]([F:28])([F:27])[F:16])=[O:19]. The catalyst is CC#N. The product is [I:1][C:2]1[CH:3]=[C:4]([NH:9][C:18](=[O:19])[C:17]([F:28])([F:27])[F:16])[CH:5]=[CH:6][C:7]=1[I:8]. The yield is 0.990. (6) The reactants are ClC(Cl)(Cl)[C:3]([C:5]1[NH:6][CH:7]=[C:8]([I:10])[CH:9]=1)=[O:4].[C:13]([O-:16])([O-])=O.[Cs+].[Cs+].I[CH2:20][CH3:21].[CH3:22]N(C=O)C. No catalyst specified. The product is [CH2:13]([O:16][C:3]([C:5]1[N:6]([CH2:20][CH3:21])[CH:7]=[C:8]([I:10])[CH:9]=1)=[O:4])[CH3:22]. The yield is 0.890. (7) The reactants are CCN=C=NCCCN(C)C.C1C=CC2N(O)N=NC=2C=1.[Br:22][C:23]1[CH:28]=[CH:27][C:26]([NH:29][C:30]2[C:38]([C:39]([OH:41])=O)=[C:37]3[N:33]([CH2:34][CH2:35][CH2:36]3)[C:32](=[O:42])[CH:31]=2)=[C:25]([F:43])[CH:24]=1.[NH2:44][CH2:45][CH2:46][CH2:47][OH:48]. The catalyst is CN(C=O)C. The product is [OH:48][CH2:47][CH2:46][CH2:45][NH:44][C:39]([C:38]1[C:30]([NH:29][C:26]2[CH:27]=[CH:28][C:23]([Br:22])=[CH:24][C:25]=2[F:43])=[CH:31][C:32](=[O:42])[N:33]2[C:37]=1[CH2:36][CH2:35][CH2:34]2)=[O:41]. The yield is 0.141. (8) The yield is 0.850. The catalyst is C(Cl)Cl.O. The reactants are C([O:3][C:4](=O)[C:5]([CH3:27])=[CH:6][CH:7]=[CH:8][C:9]([CH3:26])=[CH:10][CH:11]=[CH:12][CH:13]=[C:14]([CH3:25])[CH:15]=[CH:16][CH:17]=[C:18]([CH3:24])[C:19](OCC)=[O:20])C.[H-].C([Al+]CC(C)C)C(C)C.C1(C)C=CC=CC=1.[OH-].[Na+]. The product is [CH3:24][C:18](=[CH:17][CH:16]=[CH:15][C:14]([CH3:25])=[CH:13][CH:12]=[CH:11][CH:10]=[C:9]([CH3:26])[CH:8]=[CH:7][CH:6]=[C:5]([CH3:27])[CH2:4][OH:3])[CH2:19][OH:20].